Dataset: Reaction yield outcomes from USPTO patents with 853,638 reactions. Task: Predict the reaction yield, written as a fraction of the theoretical maximum amount of product (1.0 means a 100% yield; for example, 0.34 means a 34% yield). (1) The reactants are [NH2:1][CH2:2][CH2:3][OH:4].C(N(CC)CC)C.[Br:12][C:13]1[CH:18]=[CH:17][C:16]([S:19](Cl)(=[O:21])=[O:20])=[C:15]([F:23])[CH:14]=1. The catalyst is C1COCC1. The product is [Br:12][C:13]1[CH:18]=[CH:17][C:16]([S:19]([NH:1][CH2:2][CH2:3][OH:4])(=[O:20])=[O:21])=[C:15]([F:23])[CH:14]=1. The yield is 0.770. (2) The reactants are Cl[C:2]1[N:7]=[C:6]([N:8]2[CH:13]([CH3:14])[CH2:12][O:11][CH2:10][CH:9]2[CH3:15])[N:5]=[C:4]([C:16]2[CH:21]=[CH:20][C:19]([NH:22][C:23]([NH:25][CH3:26])=[O:24])=[CH:18][CH:17]=2)[N:3]=1.CC1(C)C(C)(C)OB([C:35]2[CH:41]=[CH:40][C:38]([NH2:39])=[CH:37][CH:36]=2)O1. No catalyst specified. The product is [NH2:39][C:38]1[CH:40]=[CH:41][C:35]([C:2]2[N:7]=[C:6]([N:8]3[CH:13]([CH3:14])[CH2:12][O:11][CH2:10][CH:9]3[CH3:15])[N:5]=[C:4]([C:16]3[CH:21]=[CH:20][C:19]([NH:22][C:23]([NH:25][CH3:26])=[O:24])=[CH:18][CH:17]=3)[N:3]=2)=[CH:36][CH:37]=1. The yield is 0.860. (3) The reactants are C(O[C:5](=[O:7])[CH3:6])(=O)C.[CH3:8][NH:9][C:10]1[CH:15]=[CH:14][CH:13]=[CH:12][CH:11]=1. The catalyst is O. The product is [CH3:8][N:9]([C:10]1[CH:15]=[CH:14][CH:13]=[CH:12][CH:11]=1)[C:5](=[O:7])[CH3:6]. The yield is 0.700. (4) The reactants are [Cl:1][C:2]1[C:7]([N+:8]([O-:10])=[O:9])=[CH:6][CH:5]=[C:4]([Cl:11])[C:3]=1[S:12](Cl)(=[O:14])=[O:13].[NH2:16][CH2:17][CH2:18][NH:19][C:20](=[O:26])[O:21][C:22]([CH3:25])([CH3:24])[CH3:23].C(N(CC)CC)C. No catalyst specified. The product is [C:22]([O:21][C:20]([NH:19][CH2:18][CH2:17][NH:16][S:12]([C:3]1[C:4]([Cl:11])=[CH:5][CH:6]=[C:7]([N+:8]([O-:10])=[O:9])[C:2]=1[Cl:1])(=[O:14])=[O:13])=[O:26])([CH3:25])([CH3:24])[CH3:23]. The yield is 0.900. (5) The reactants are [H-].[Na+].[Br:3][CH:4]1[CH:8]=[N:7][N:6]=[CH:5]1.[CH3:9][O:10][C:11](=[O:15])[CH:12](Cl)[CH3:13]. The catalyst is CN(C=O)C. The product is [CH3:9][O:10][C:11](=[O:15])[CH:12]([N:6]1[CH:5]=[C:4]([Br:3])[CH:8]=[N:7]1)[CH3:13]. The yield is 0.770. (6) The reactants are [C:1](=[S:12])([S:7][CH2:8][C:9]([OH:11])=O)SCC(O)=O.C(=O)([O-])[O-].[K+].[K+].[CH3:19][O:20][C:21]1[CH:22]=[C:23]([CH:26]=[C:27]([O:31][CH3:32])[C:28]=1[O:29][CH3:30])[CH2:24][NH2:25]. The catalyst is O. The product is [S:12]=[C:1]1[N:25]([CH2:24][C:23]2[CH:26]=[C:27]([O:31][CH3:32])[C:28]([O:29][CH3:30])=[C:21]([O:20][CH3:19])[CH:22]=2)[C:9](=[O:11])[CH2:8][S:7]1. The yield is 0.690. (7) The reactants are [O:1]=[C:2]1[C:10]2[C:5](=[CH:6][CH:7]=[CH:8][CH:9]=2)[C:4](=[O:11])[N:3]1[CH2:12][C@H:13]([NH:26][C:27](=O)[O:28]C(C)(C)C)[C:14]1[CH:19]=[CH:18][C:17]([O:20][CH2:21][C@@H:22]([CH3:25])[CH2:23][CH3:24])=[CH:16][CH:15]=1.FC(F)(F)C(O)=O.S1[CH:45]=[CH:44][CH:43]=[C:42]1[CH:46]1[CH2:48][CH:47]1[C:49](Cl)=O.C(N(CC)CC)C. The catalyst is ClCCl. The product is [O:1]=[C:2]1[C:10]2[C:5](=[CH:6][CH:7]=[CH:8][CH:9]=2)[C:4](=[O:11])[N:3]1[CH2:12][C@H:13]([NH:26][C:27](=[O:28])[C@H:44]([C:43]1[CH:42]=[CH:46][CH:48]=[CH:47][CH:49]=1)[CH3:45])[C:14]1[CH:19]=[CH:18][C:17]([O:20][CH2:21][C@@H:22]([CH3:25])[CH2:23][CH3:24])=[CH:16][CH:15]=1. The yield is 0.810.